From a dataset of Full USPTO retrosynthesis dataset with 1.9M reactions from patents (1976-2016). Predict the reactants needed to synthesize the given product. (1) The reactants are: Br[C:2]1[CH:3]=[C:4]2[C:8](=[CH:9][CH:10]=1)[CH2:7][N:6]([C:11]([O:13][CH2:14][C:15]1[CH:20]=[CH:19][CH:18]=[CH:17][CH:16]=1)=[O:12])[CH2:5]2.[F-].[Cs+].[CH2:23]1[CH2:27]OC[CH2:24]1.C(B1OC(C)(C)C(C)(C)O1)C=C. Given the product [CH2:27]([C:2]1[CH:3]=[C:4]2[C:8](=[CH:9][CH:10]=1)[CH2:7][N:6]([C:11]([O:13][CH2:14][C:15]1[CH:20]=[CH:19][CH:18]=[CH:17][CH:16]=1)=[O:12])[CH2:5]2)[CH:23]=[CH2:24], predict the reactants needed to synthesize it. (2) Given the product [OH:61][CH2:60][C:56]1[CH:55]=[C:54]([CH:59]=[CH:58][CH:57]=1)[CH2:62][O:63][C:6]([NH:3][C:29]1[C:30]([CH3:33])=[N:31][O:32][C:28]=1[C:25]1[CH:24]=[CH:23][C:22]([C:19]2[CH:20]=[CH:21][C:16]([C:13]3([C:11]([O:10][CH2:8][CH3:9])=[O:12])[CH2:15][CH2:14]3)=[CH:17][CH:18]=2)=[CH:27][CH:26]=1)=[O:44], predict the reactants needed to synthesize it. The reactants are: C([N:3]([CH2:6]C)CC)C.[CH2:8]([O:10][C:11]([C:13]1([C:16]2[CH:21]=[CH:20][C:19]([C:22]3[CH:27]=[CH:26][C:25]([C:28]4[O:32][N:31]=[C:30]([CH3:33])[C:29]=4C(O)=O)=[CH:24][CH:23]=3)=[CH:18][CH:17]=2)[CH2:15][CH2:14]1)=[O:12])[CH3:9].C1(P(N=[N+]=[N-])(C2C=CC=CC=2)=[O:44])C=CC=CC=1.[C:54]1([CH2:62][OH:63])[CH:59]=[CH:58][CH:57]=[C:56]([CH2:60][OH:61])[CH:55]=1. (3) Given the product [C:6]([C:8]1[C:13]2[N:14]=[C:15]([C:17]([CH3:23])([CH3:24])[C:18]([NH2:34])=[O:20])[O:16][C:12]=2[C:11]([F:25])=[C:10]([C:26]2[CH:31]=[CH:30][CH:29]=[CH:28][CH:27]=2)[C:9]=1[CH3:32])#[N:7], predict the reactants needed to synthesize it. The reactants are: [Cl-].C[Al](C)C.[C:6]([C:8]1[C:13]2[N:14]=[C:15]([C:17]([CH3:24])([CH3:23])[C:18]([O:20]CC)=O)[O:16][C:12]=2[C:11]([F:25])=[C:10]([C:26]2[CH:31]=[CH:30][CH:29]=[CH:28][CH:27]=2)[C:9]=1[CH3:32])#[N:7].[Cl-].[NH4+:34].[OH-].[Na+].